Dataset: Forward reaction prediction with 1.9M reactions from USPTO patents (1976-2016). Task: Predict the product of the given reaction. (1) Given the reactants C([O:3][C:4]([C:6]1[C:7]([CH:21]([F:23])[F:22])=[N:8][N:9]([C:15]2[CH:20]=[CH:19][CH:18]=[CH:17][CH:16]=2)[C:10]=1[C:11]([F:14])([F:13])[F:12])=[O:5])C.[OH-].[Na+], predict the reaction product. The product is: [C:15]1([N:9]2[C:10]([C:11]([F:14])([F:13])[F:12])=[C:6]([C:4]([OH:5])=[O:3])[C:7]([CH:21]([F:22])[F:23])=[N:8]2)[CH:16]=[CH:17][CH:18]=[CH:19][CH:20]=1. (2) Given the reactants [OH-].[Na+].O.C[O:5][C:6](=[O:40])[CH2:7][C:8]1[N:9]=[C:10]([C:13]2[CH:18]=[CH:17][C:16]([C:19]([CH2:37][CH3:38])([C:22]3[CH:27]=[CH:26][C:25]([CH2:28][CH2:29][CH:30]([OH:35])[C:31]([CH3:34])([CH3:33])[CH3:32])=[C:24]([CH3:36])[CH:23]=3)[CH2:20][CH3:21])=[CH:15][C:14]=2[CH3:39])[S:11][CH:12]=1.Cl, predict the reaction product. The product is: [CH2:20]([C:19]([C:16]1[CH:17]=[CH:18][C:13]([C:10]2[S:11][CH:12]=[C:8]([CH2:7][C:6]([OH:40])=[O:5])[N:9]=2)=[C:14]([CH3:39])[CH:15]=1)([C:22]1[CH:27]=[CH:26][C:25]([CH2:28][CH2:29][CH:30]([OH:35])[C:31]([CH3:33])([CH3:34])[CH3:32])=[C:24]([CH3:36])[CH:23]=1)[CH2:37][CH3:38])[CH3:21]. (3) Given the reactants [F:1][C:2]1[CH:3]=[C:4]([CH:6]=[CH:7][C:8]=1[O:9][C:10]1[CH:15]=[CH:14][N:13]=[C:12]2[CH:16]=[C:17]([C:19]3[N:20]=[CH:21][N:22]([CH2:24][O:25][CH3:26])[CH:23]=3)[S:18][C:11]=12)[NH2:5].[CH3:27][O:28][C:29]1[CH:34]=[CH:33][CH:32]=[CH:31][C:30]=1[NH:35][C:36](=[O:41])[CH2:37][C:38](O)=[O:39].C1C=CC2N(O)N=NC=2C=1.C(Cl)CCl, predict the reaction product. The product is: [F:1][C:2]1[CH:3]=[C:4]([NH:5][C:38](=[O:39])[CH2:37][C:36]([NH:35][C:30]2[CH:31]=[CH:32][CH:33]=[CH:34][C:29]=2[O:28][CH3:27])=[O:41])[CH:6]=[CH:7][C:8]=1[O:9][C:10]1[CH:15]=[CH:14][N:13]=[C:12]2[CH:16]=[C:17]([C:19]3[N:20]=[CH:21][N:22]([CH2:24][O:25][CH3:26])[CH:23]=3)[S:18][C:11]=12. (4) Given the reactants [H-].[Na+].[CH2:3]([O:5][C:6](=[O:18])[C:7]1[CH:12]=[C:11]([Br:13])[CH:10]=[C:9]([N+:14]([O-:16])=[O:15])[C:8]=1[OH:17])[CH3:4].[H][H].[CH3:21][N:22]([CH3:26])[C:23](Cl)=[S:24], predict the reaction product. The product is: [CH2:3]([O:5][C:6](=[O:18])[C:7]1[CH:12]=[C:11]([Br:13])[CH:10]=[C:9]([N+:14]([O-:16])=[O:15])[C:8]=1[O:17][C:23](=[S:24])[N:22]([CH3:26])[CH3:21])[CH3:4]. (5) The product is: [CH3:23][N:20]1[C:11]2[N:12]=[C:13]([NH:32][CH2:24][CH2:25][C:26]3[CH:31]=[CH:30][CH:29]=[CH:28][CH:27]=3)[N:14]=[CH:15][C:10]=2[CH:9]=[C:8]([O:1][C:2]2[CH:7]=[CH:6][CH:5]=[CH:4][CH:3]=2)[C:21]1=[O:22]. Given the reactants [O:1]([C:8]1[C:21](=[O:22])[N:20]([CH3:23])[C:11]2[N:12]=[C:13](S(C)(=O)=O)[N:14]=[CH:15][C:10]=2[CH:9]=1)[C:2]1[CH:7]=[CH:6][CH:5]=[CH:4][CH:3]=1.[CH2:24]([NH2:32])[CH2:25][C:26]1[CH:31]=[CH:30][CH:29]=[CH:28][CH:27]=1.CO, predict the reaction product. (6) Given the reactants Br[C:2]1[C:3]([C@H:13]([NH:23][C:24](=[O:39])[CH2:25][N:26]2[C:34]3[CH2:33][CH2:32][CH2:31][CH2:30][C:29]=3[C:28]([C:35]([F:38])([F:37])[F:36])=[N:27]2)[CH2:14][C:15]2[CH:20]=[C:19]([F:21])[CH:18]=[C:17]([F:22])[CH:16]=2)=[N:4][C:5]([NH:8][CH2:9][CH2:10][O:11][CH3:12])=[N:6][CH:7]=1.[C:40]([C:43]1[CH:44]=[C:45](B(O)O)[CH:46]=[CH:47][C:48]=1[F:49])(=[O:42])[NH2:41].[Li+].[Cl-].C([O-])([O-])=O.[Na+].[Na+], predict the reaction product. The product is: [F:22][C:17]1[CH:16]=[C:15]([CH2:14][C@H:13]([C:3]2[C:2]([C:45]3[CH:46]=[CH:47][C:48]([F:49])=[C:43]([CH:44]=3)[C:40]([NH2:41])=[O:42])=[CH:7][N:6]=[C:5]([NH:8][CH2:9][CH2:10][O:11][CH3:12])[N:4]=2)[NH:23][C:24](=[O:39])[CH2:25][N:26]2[C:34]3[CH2:33][CH2:32][CH2:31][CH2:30][C:29]=3[C:28]([C:35]([F:36])([F:38])[F:37])=[N:27]2)[CH:20]=[C:19]([F:21])[CH:18]=1. (7) The product is: [NH:1]1[C:9]2[C:4](=[CH:5][CH:6]=[CH:7][CH:8]=2)[C:3](/[CH:10]=[CH:11]/[C:12]2[CH:17]=[CH:16][CH:15]=[CH:14][C:13]=2[N:18]2[CH:22]=[CH:21][C:20]([CH2:23][OH:24])=[CH:19]2)=[N:2]1. Given the reactants [NH:1]1[C:9]2[C:4](=[CH:5][CH:6]=[CH:7][CH:8]=2)[C:3](/[CH:10]=[CH:11]/[C:12]2[CH:17]=[CH:16][CH:15]=[CH:14][C:13]=2[N:18]2[CH:22]=[CH:21][C:20]([CH:23]=[O:24])=[CH:19]2)=[N:2]1.[BH4-].[Na+].O, predict the reaction product.